The task is: Predict the reaction yield, written as a fraction of the theoretical maximum amount of product (1.0 means a 100% yield; for example, 0.34 means a 34% yield).. This data is from Reaction yield outcomes from USPTO patents with 853,638 reactions. The reactants are [C:1]([NH:4][C:5]1[CH:10]=[CH:9][C:8]([OH:11])=[CH:7][CH:6]=1)(=[O:3])[CH3:2].Cl[CH2:13][C:14]([CH3:16])=[CH2:15].C(=O)([O-])[O-].[K+].[K+]. The catalyst is CN(C)C=O. The product is [CH3:15][C:14](=[CH2:13])[CH2:16][O:11][C:8]1[CH:9]=[CH:10][C:5]([NH:4][C:1](=[O:3])[CH3:2])=[CH:6][CH:7]=1. The yield is 0.600.